Dataset: NCI-60 drug combinations with 297,098 pairs across 59 cell lines. Task: Regression. Given two drug SMILES strings and cell line genomic features, predict the synergy score measuring deviation from expected non-interaction effect. (1) Drug 1: C1CC2CC3=C(CC1C24CN(S(=O)(=O)N4)CC(F)(F)F)C=CC(=C3)C=CCN5CCC(CC5)C(F)(F)F. Drug 2: C1CC(CNC1)C2=CC=C(C=C2)N3C=C4C=CC=C(C4=N3)C(=O)N. Cell line: SW-620. Synergy scores: CSS=49.0, Synergy_ZIP=7.27, Synergy_Bliss=7.72, Synergy_Loewe=-2.22, Synergy_HSA=9.16. (2) Drug 1: CN(C)N=NC1=C(NC=N1)C(=O)N. Drug 2: C1CN(CCN1C(=O)CCBr)C(=O)CCBr. Cell line: CAKI-1. Synergy scores: CSS=18.8, Synergy_ZIP=-10.7, Synergy_Bliss=-13.4, Synergy_Loewe=-13.4, Synergy_HSA=-8.66. (3) Cell line: A498. Drug 1: CCC1(CC2CC(C3=C(CCN(C2)C1)C4=CC=CC=C4N3)(C5=C(C=C6C(=C5)C78CCN9C7C(C=CC9)(C(C(C8N6C)(C(=O)OC)O)OC(=O)C)CC)OC)C(=O)OC)O.OS(=O)(=O)O. Drug 2: CN(C(=O)NC(C=O)C(C(C(CO)O)O)O)N=O. Synergy scores: CSS=1.66, Synergy_ZIP=0.778, Synergy_Bliss=-0.0966, Synergy_Loewe=1.54, Synergy_HSA=-1.27.